Dataset: Reaction yield outcomes from USPTO patents with 853,638 reactions. Task: Predict the reaction yield, written as a fraction of the theoretical maximum amount of product (1.0 means a 100% yield; for example, 0.34 means a 34% yield). The reactants are [O:1]=[C:2]1[C:11]2[C:6](=[CH:7][CH:8]=[C:9]([C:12]([O-:14])=[O:13])[CH:10]=2)[CH:5]=[CH:4][NH:3]1.[C:15](=O)([O-])[O-].[Cs+].[Cs+].[Br:21][CH2:22][C:23]1[CH:28]=[CH:27][CH:26]=[C:25]([CH2:29]Br)[CH:24]=1. The catalyst is CN(C=O)C.O. The product is [Br:21][CH2:22][C:23]1[CH:24]=[C:25]([CH:26]=[CH:27][CH:28]=1)[CH2:29][N:3]1[CH:4]=[CH:5][C:6]2[C:11](=[CH:10][C:9]([C:12]([O:14][CH3:15])=[O:13])=[CH:8][CH:7]=2)[C:2]1=[O:1]. The yield is 0.420.